This data is from Forward reaction prediction with 1.9M reactions from USPTO patents (1976-2016). The task is: Predict the product of the given reaction. Given the reactants [C:1]1(=O)[C:12]2[C:4](=[CH:5][C:6]3[CH2:7][CH2:8][CH2:9][C:10]=3[CH:11]=2)[CH2:3][CH2:2]1.C([Li])CCC.CCCCCC.[NH4+].[Cl-], predict the reaction product. The product is: [CH2:7]1[C:6]2[C:10](=[CH:11][C:12]3[CH2:1][CH:2]=[CH:3][C:4]=3[CH:5]=2)[CH2:9][CH2:8]1.